Dataset: Catalyst prediction with 721,799 reactions and 888 catalyst types from USPTO. Task: Predict which catalyst facilitates the given reaction. (1) Reactant: [F:1][C:2]([F:11])([F:10])[C:3]1[NH:8][CH:7](O)[N:6]=[CH:5][CH:4]=1.P(Br)(Br)([Br:14])=O.CN(C)C1C=CC=CC=1. Product: [Br:14][C:7]1[N:8]=[C:3]([C:2]([F:11])([F:10])[F:1])[CH:4]=[CH:5][N:6]=1. The catalyst class is: 93. (2) Reactant: [CH3:1][N:2]1[CH2:7][CH2:6][CH2:5][C@@H:4]([NH:8][C:9]([C:11]2[C:19]3[C:14](=[N:15][CH:16]=[C:17]([CH:20]4[CH2:22][CH2:21]4)[N:18]=3)[N:13](COCC[Si](C)(C)C)[CH:12]=2)=[O:10])[C:3]1=[O:31].C1OCCOCCOCCOCCOCCOC1.[F-].[Cs+]. Product: [CH3:1][N:2]1[CH2:7][CH2:6][CH2:5][C@@H:4]([NH:8][C:9]([C:11]2[C:19]3[C:14](=[N:15][CH:16]=[C:17]([CH:20]4[CH2:22][CH2:21]4)[N:18]=3)[NH:13][CH:12]=2)=[O:10])[C:3]1=[O:31]. The catalyst class is: 10. (3) Reactant: [C:1]([O:5][C:6]([NH:8][C@H:9]([CH:19]1[CH2:24][CH2:23][CH2:22][CH2:21][CH2:20]1)[CH2:10][O:11][C:12]1[CH:17]=[CH:16][CH:15]=[CH:14][C:13]=1Br)=[O:7])([CH3:4])([CH3:3])[CH3:2].CC(C)([O-])C.[Na+]. Product: [C:1]([O:5][C:6]([N:8]1[C:13]2[CH:14]=[CH:15][CH:16]=[CH:17][C:12]=2[O:11][CH2:10][C@H:9]1[CH:19]1[CH2:24][CH2:23][CH2:22][CH2:21][CH2:20]1)=[O:7])([CH3:4])([CH3:3])[CH3:2]. The catalyst class is: 109. (4) Reactant: [Si:1]([O:8][C@H:9]([CH2:24][O:25][Si](C(C)(C)C)(C)C)[C@@H:10]([NH:17][S@](C(C)(C)C)=O)[CH2:11][CH:12]1[CH2:16][CH2:15][O:14][CH2:13]1)([C:4]([CH3:7])([CH3:6])[CH3:5])([CH3:3])[CH3:2].Cl.[C:34]([O:38][C:39](O[C:42]([O:44][C:45]([CH3:48])([CH3:47])[CH3:46])=[O:43])=[O:40])([CH3:37])([CH3:36])[CH3:35]. Product: [Si:1]([O:8][C@H:9]([CH2:24][OH:25])[C@@H:10]([NH:17][C:39](=[O:40])[O:38][C:34]([CH3:37])([CH3:36])[CH3:35])[CH2:11][C@H:12]1[CH2:16][CH2:15][O:14][CH2:13]1)([C:4]([CH3:5])([CH3:6])[CH3:7])([CH3:2])[CH3:3].[Si:1]([O:8][C@H:9]([CH2:24][OH:25])[C@@H:10]([NH:17][C:42](=[O:43])[O:44][C:45]([CH3:46])([CH3:47])[CH3:48])[CH2:11][C@@H:12]1[CH2:16][CH2:15][O:14][CH2:13]1)([C:4]([CH3:6])([CH3:7])[CH3:5])([CH3:3])[CH3:2]. The catalyst class is: 100. (5) Reactant: [NH2:1][CH2:2][CH2:3][CH:4]([CH2:9][C@H:10]([NH:15][C:16]([O:18][C:19]([CH3:22])([CH3:21])[CH3:20])=[O:17])[C:11]([O:13][CH3:14])=[O:12])[C:5]([O:7][CH3:8])=[O:6].[CH2:23]=O. Product: [C:19]([O:18][C:16]([NH:15][C@@H:10]([CH2:9][CH:4]([CH2:3][CH2:2][NH:1][CH3:23])[C:5]([O:7][CH3:8])=[O:6])[C:11]([O:13][CH3:14])=[O:12])=[O:17])([CH3:22])([CH3:21])[CH3:20]. The catalyst class is: 19. (6) Reactant: [NH2:1][C:2]1[CH:7]=[CH:6][C:5]([S:8]([NH:11][CH:12]2[CH2:15][CH2:14][CH2:13]2)(=[O:10])=[O:9])=[CH:4][CH:3]=1.[Br:16][C:17]1[CH:18]=[C:19]([CH:22]=[CH:23][CH:24]=1)[CH:20]=O.[CH2:25]=[C:26]([CH3:28])[CH3:27].FC(F)(F)S([O-])(=O)=O.[Yb+3].FC(F)(F)S([O-])(=O)=O.FC(F)(F)S([O-])(=O)=O. Product: [CH:12]1([NH:11][S:8]([C:5]2[CH:6]=[C:7]3[C:2](=[CH:3][CH:4]=2)[NH:1][CH:20]([C:19]2[CH:22]=[CH:23][CH:24]=[C:17]([Br:16])[CH:18]=2)[CH2:25][C:26]3([CH3:28])[CH3:27])(=[O:10])=[O:9])[CH2:15][CH2:14][CH2:13]1. The catalyst class is: 115. (7) Product: [ClH:4].[CH3:1][O:10][C:9](=[O:11])[C:8]1[CH:12]=[CH:13][C:14]([OH:15])=[C:6]([NH2:5])[CH:7]=1. The catalyst class is: 5. Reactant: [C:1]([Cl:4])(=O)C.[NH2:5][C:6]1[CH:7]=[C:8]([CH:12]=[CH:13][C:14]=1[OH:15])[C:9]([OH:11])=[O:10]. (8) The catalyst class is: 14. Product: [Cl:22][C:17]1[CH:16]=[C:15]([NH:14][C:5]2[C:4]3[C:9](=[CH:10][CH:11]=[C:2]([NH:1][CH2:29][C:28]4[N:24]([CH3:23])[N:25]=[C:26]([CH3:31])[CH:27]=4)[CH:3]=3)[N:8]=[CH:7][C:6]=2[C:12]#[N:13])[CH:20]=[CH:19][C:18]=1[F:21]. Reactant: [NH2:1][C:2]1[CH:3]=[C:4]2[C:9](=[CH:10][CH:11]=1)[N:8]=[CH:7][C:6]([C:12]#[N:13])=[C:5]2[NH:14][C:15]1[CH:20]=[CH:19][C:18]([F:21])=[C:17]([Cl:22])[CH:16]=1.[CH3:23][N:24]1[C:28]([CH:29]=O)=[CH:27][C:26]([CH3:31])=[N:25]1.[BH3-]C#N.[Na+]. (9) Reactant: [CH3:1][N:2]([CH3:12])[C:3]1[N:8]=[CH:7][C:6](B(O)O)=[CH:5][CH:4]=1.Br[C:14]1[CH:22]=[CH:21][CH:20]=[C:19]2[C:15]=1[C:16]1([C:32]3=[CH:33][C:34]4[O:38][CH2:37][O:36][C:35]=4[CH:39]=[C:31]3[O:30][CH2:29]1)[C:17](=[O:28])[N:18]2[CH2:23][CH2:24][CH2:25][CH2:26][CH3:27].C([O-])([O-])=O.[Na+].[Na+]. Product: [CH3:1][N:2]([CH3:12])[C:3]1[N:8]=[CH:7][C:6]([C:14]2[CH:22]=[CH:21][CH:20]=[C:19]3[C:15]=2[C:16]2([C:32]4=[CH:33][C:34]5[O:38][CH2:37][O:36][C:35]=5[CH:39]=[C:31]4[O:30][CH2:29]2)[C:17](=[O:28])[N:18]3[CH2:23][CH2:24][CH2:25][CH2:26][CH3:27])=[CH:5][CH:4]=1. The catalyst class is: 77.